Dataset: Full USPTO retrosynthesis dataset with 1.9M reactions from patents (1976-2016). Task: Predict the reactants needed to synthesize the given product. (1) Given the product [NH2:21][C:18]1[N:17]=[CH:16][N:15]=[C:14]2[C:19]=1[N:20]=[C:12]([S:11][C:3]1[C:2]([Br:1])=[CH:10][C:6]3[O:7][CH2:8][O:9][C:5]=3[CH:4]=1)[N:13]2[CH2:22][CH2:23][CH:24]1[CH2:25][CH2:26][N:27]([CH2:31][CH2:32][CH2:33][OH:34])[CH2:28][CH2:29]1, predict the reactants needed to synthesize it. The reactants are: [Br:1][C:2]1[C:3]([S:11][C:12]2[N:13]([CH2:22][CH2:23][CH:24]3[CH2:29][CH2:28][NH:27][CH2:26][CH2:25]3)[C:14]3[C:19]([N:20]=2)=[C:18]([NH2:21])[N:17]=[CH:16][N:15]=3)=[CH:4][C:5]2[O:9][CH2:8][O:7][C:6]=2[CH:10]=1.Br[CH2:31][CH2:32][CH2:33][OH:34]. (2) Given the product [N+:20]([N:19]1[CH:18]=[CH:17][N:16]=[C:15]1[S:14][C:9]1[CH:10]=[CH:11][CH:12]=[CH:13][C:8]=1[N+:5]([O-:7])=[O:6])([O-:22])=[O:21], predict the reactants needed to synthesize it. The reactants are: C(Cl)(Cl)Cl.[N+:5]([C:8]1[CH:13]=[CH:12][CH:11]=[CH:10][C:9]=1[S:14][C:15]1[NH:16][CH:17]=[CH:18][N:19]=1)([O-:7])=[O:6].[N+:20]([O-])([O-:22])=[O:21].FC(F)(F)C(O)=O. (3) Given the product [CH3:16][N:17]([CH:19]=[N:13][C:11]([NH:10][C:7]1[CH:8]=[CH:9][C:4]([N+:1]([O-:3])=[O:2])=[CH:5][CH:6]=1)=[S:12])[CH3:18], predict the reactants needed to synthesize it. The reactants are: [N+:1]([C:4]1[CH:9]=[CH:8][C:7]([NH:10][C:11]([NH2:13])=[S:12])=[CH:6][CH:5]=1)([O-:3])=[O:2].CO[CH:16](OC)[N:17]([CH3:19])[CH3:18]. (4) Given the product [CH3:36][C:29]1[CH:28]=[C:27]([CH2:26][C:25]([CH3:38])([CH3:37])[C:24]([OH:39])=[O:23])[CH:32]=[C:31]([CH3:33])[C:30]=1[C:34]1[NH:1][C:2]2[CH:3]=[C:4]([C:5](=[O:6])[NH:7][C:8]3[CH:17]=[CH:16][C:15]4[C:10](=[CH:11][CH:12]=[CH:13][CH:14]=4)[N:9]=3)[CH:18]=[CH:19][C:20]=2[N:21]=1, predict the reactants needed to synthesize it. The reactants are: [NH2:1][C:2]1[CH:3]=[C:4]([CH:18]=[CH:19][C:20]=1[NH2:21])[C:5]([NH:7][C:8]1[CH:17]=[CH:16][C:15]2[C:10](=[CH:11][CH:12]=[CH:13][CH:14]=2)[N:9]=1)=[O:6].C[O:23][C:24](=[O:39])[C:25]([CH3:38])([CH3:37])[CH2:26][C:27]1[CH:32]=[C:31]([CH3:33])[C:30]([CH:34]=O)=[C:29]([CH3:36])[CH:28]=1. (5) Given the product [F:14][C:11]([F:12])([F:13])[C:9]1[O:8][N:7]=[C:6]([CH2:4][OH:3])[CH:10]=1, predict the reactants needed to synthesize it. The reactants are: C([O:3][C:4]([C:6]1[CH:10]=[C:9]([C:11]([F:14])([F:13])[F:12])[O:8][N:7]=1)=O)C.[H-].[Na+].Cl. (6) Given the product [F:1][CH:2]([C:7]1[CH:12]=[CH:11][CH:10]=[CH:9][C:8]=1[C:13]1[CH:18]=[CH:17][CH:16]=[CH:15][C:14]=1[F:19])[C:3]([OH:5])=[O:4], predict the reactants needed to synthesize it. The reactants are: [F:1][CH:2]([C:7]1[CH:12]=[CH:11][CH:10]=[CH:9][C:8]=1[C:13]1[CH:18]=[CH:17][CH:16]=[CH:15][C:14]=1[F:19])[C:3]([O:5]C)=[O:4].O.[OH-].[Li+].Cl. (7) Given the product [F:17][C:13]1[CH:12]=[C:11]2[C:16]([C:8]([CH2:7][C:18]#[N:19])=[CH:9][NH:10]2)=[CH:15][CH:14]=1, predict the reactants needed to synthesize it. The reactants are: [C-]#N.[K+].CN([CH2:7][C:8]1[C:16]2[C:11](=[CH:12][C:13]([F:17])=[CH:14][CH:15]=2)[NH:10][CH:9]=1)C.[CH3:18][N:19](C=O)C. (8) Given the product [C:14]([S:15]([NH:18][S:26]([Cl:25])(=[O:28])=[O:27])(=[O:17])=[O:16])([Cl:20])([Cl:19])[Cl:13], predict the reactants needed to synthesize it. The reactants are: C(S(NS(F)(=O)=O)(=O)=O)(F)(F)F.[Cl:13][C:14]([Cl:20])([Cl:19])[S:15]([NH2:18])(=[O:17])=[O:16].S(Cl)(Cl)=O.[Cl:25][S:26](O)(=[O:28])=[O:27]. (9) Given the product [Cl:51][C:52]1[CH:57]=[CH:56][C:55]([NH:58][C:59](=[O:60])[NH:32][C:33]2[CH:34]=[CH:35][C:36]([C:39]3[S:43][C:42]([CH2:44][CH2:45][CH2:46][C:47]([O:49][CH3:50])=[O:48])=[N:41][N:40]=3)=[CH:37][CH:38]=2)=[C:54]([O:61][C:62]2[CH:63]=[CH:64][CH:65]=[CH:66][CH:67]=2)[CH:53]=1, predict the reactants needed to synthesize it. The reactants are: FC(F)(F)C1C=C(NC(=O)NC2C=CC(C3SC(CCC(OC)=O)=NC=3)=CC=2)C=CC=1.[NH2:32][C:33]1[CH:38]=[CH:37][C:36]([C:39]2[S:43][C:42]([CH2:44][CH2:45][CH2:46][C:47]([O:49][CH3:50])=[O:48])=[N:41][N:40]=2)=[CH:35][CH:34]=1.[Cl:51][C:52]1[CH:57]=[CH:56][C:55]([N:58]=[C:59]=[O:60])=[C:54]([O:61][C:62]2[CH:67]=[CH:66][CH:65]=[CH:64][CH:63]=2)[CH:53]=1.